Predict the product of the given reaction. From a dataset of Forward reaction prediction with 1.9M reactions from USPTO patents (1976-2016). (1) Given the reactants [CH2:1]([N:3]([CH2:30][CH3:31])[CH2:4][CH2:5][N:6]1[CH2:12][CH2:11][CH2:10][CH:9]2[NH:13][C:14](/[CH:17]=[C:18]3\[C:19](=[O:28])[NH:20][C:21]4[C:26]\3=[CH:25][C:24]([F:27])=[CH:23][CH:22]=4)=[C:15]([CH3:16])[CH:8]2[C:7]1=[O:29])[CH3:2].[OH:32][CH:33]([CH2:37][C:38]([OH:40])=[O:39])[C:34]([OH:36])=[O:35], predict the reaction product. The product is: [C:34]([OH:36])(=[O:35])[CH:33]([CH2:37][C:38]([OH:40])=[O:39])[OH:32].[CH2:30]([N:3]([CH2:1][CH3:2])[CH2:4][CH2:5][N:6]1[CH2:12][CH2:11][CH2:10][CH:9]2[N:13]([CH3:33])[C:14](/[CH:17]=[C:18]3\[C:19](=[O:28])[NH:20][C:21]4[C:26]\3=[CH:25][C:24]([F:27])=[CH:23][CH:22]=4)=[CH:15][CH:8]2[C:7]1=[O:29])[CH3:31].[C:34]([OH:36])(=[O:35])[CH:33]([CH2:37][C:38]([OH:40])=[O:39])[OH:32].[CH2:30]([N:3]([CH2:1][CH3:2])[CH2:4][CH2:5][N:6]1[CH2:12][CH2:11][CH2:10][CH:9]2[NH:13][C:14](/[CH:17]=[C:18]3\[C:19](=[O:28])[NH:20][C:21]4[C:26]\3=[CH:25][C:24]([F:27])=[CH:23][CH:22]=4)=[C:15]([CH3:16])[CH:8]2[C:7]1=[O:29])[CH3:31]. (2) Given the reactants Cl[C:2]([CH:4]1[CH2:8][CH2:7][CH2:6][N:5]1[C:9]([O:11][CH2:12][CH:13]1[C:25]2[CH:24]=[CH:23][CH:22]=[CH:21][C:20]=2[C:19]2[C:14]1=[CH:15][CH:16]=[CH:17][CH:18]=2)=[O:10])=[O:3].[NH2:26][C:27]1[CH:35]=[C:34]([Br:36])[CH:33]=[CH:32][C:28]=1[C:29]([NH2:31])=[O:30].CCN(CC)CC, predict the reaction product. The product is: [Br:36][C:34]1[CH:33]=[CH:32][C:28]([C:29](=[O:30])[NH2:31])=[C:27]([NH:26][C:2]([CH:4]2[CH2:8][CH2:7][CH2:6][N:5]2[C:9]([O:11][CH2:12][CH:13]2[C:25]3[CH:24]=[CH:23][CH:22]=[CH:21][C:20]=3[C:19]3[C:14]2=[CH:15][CH:16]=[CH:17][CH:18]=3)=[O:10])=[O:3])[CH:35]=1. (3) Given the reactants [CH3:1][O:2][C:3]1[CH:4]=[C:5]2[C:9](=[CH:10][C:11]=1[O:12][CH3:13])[CH2:8][C:7]([C:14]([O:16]C)=[O:15])=[CH:6]2.[OH-].[Na+], predict the reaction product. The product is: [CH3:13][O:12][C:11]1[CH:10]=[C:9]2[C:5](=[CH:4][C:3]=1[O:2][CH3:1])[CH2:6][C:7]([C:14]([OH:16])=[O:15])=[CH:8]2. (4) The product is: [OH:7][C:8]1[CH:9]=[CH:10][C:11]([CH:14]([CH3:21])[CH2:15][C:16]([O:18][CH2:19][CH3:20])=[O:17])=[CH:12][CH:13]=1. Given the reactants O1CCCCC1[O:7][C:8]1[CH:13]=[CH:12][C:11]([CH:14]([CH3:21])[CH2:15][C:16]([O:18][CH2:19][CH3:20])=[O:17])=[CH:10][CH:9]=1.CC1C=CC(S([O-])(=O)=O)=CC=1.C1C=C[NH+]=CC=1, predict the reaction product. (5) Given the reactants [O:1]1[CH2:6][CH2:5][O:4][CH2:3][C@H:2]1[CH2:7][O:8][C:9]1[CH:23]=[C:13]2[C:14]3[C:19]([CH2:20][CH2:21][N:12]2[C:11](=[O:24])[N:10]=1)=[CH:18][C:17]([OH:22])=[CH:16][CH:15]=3.C[C:26]([CH3:32])([CH3:31])[CH2:27][CH2:28][CH2:29]O.C1C=CC(P(C2C=CC=CC=2)C2C=CC=CC=2)=CC=1.CC(OC(/N=N/C(OC(C)C)=O)=O)C, predict the reaction product. The product is: [CH:26]1([CH2:27][CH2:28][CH2:29][O:22][C:17]2[CH:18]=[C:19]3[C:14](=[CH:15][CH:16]=2)[C:13]2=[CH:23][C:9]([O:8][CH2:7][C@@H:2]4[CH2:3][O:4][CH2:5][CH2:6][O:1]4)=[N:10][C:11](=[O:24])[N:12]2[CH2:21][CH2:20]3)[CH2:31][CH2:32]1. (6) Given the reactants [NH2:1][C:2]1[CH:7]=[CH:6][C:5]([C:8]2[C:9]3[S:16][C:15]([C:17]4[CH2:18][CH2:19][N:20]([C:23]([N:25]5[CH2:30][CH2:29][O:28][CH2:27][CH2:26]5)=[O:24])[CH2:21][CH:22]=4)=[CH:14][C:10]=3[N:11]=[CH:12][N:13]=2)=[CH:4][CH:3]=1.[F:31][C:32]1[CH:37]=[CH:36][C:35]([S:38](Cl)(=[O:40])=[O:39])=[CH:34][CH:33]=1, predict the reaction product. The product is: [F:31][C:32]1[CH:37]=[CH:36][C:35]([S:38]([NH:1][C:2]2[CH:3]=[CH:4][C:5]([C:8]3[C:9]4[S:16][C:15]([C:17]5[CH2:18][CH2:19][N:20]([C:23]([N:25]6[CH2:26][CH2:27][O:28][CH2:29][CH2:30]6)=[O:24])[CH2:21][CH:22]=5)=[CH:14][C:10]=4[N:11]=[CH:12][N:13]=3)=[CH:6][CH:7]=2)(=[O:40])=[O:39])=[CH:34][CH:33]=1. (7) Given the reactants Cl[C:2]1[CH:7]=[C:6]([C:8]2[CH:13]=[CH:12][CH:11]=[CH:10][CH:9]=2)[N:5]=[C:4]([C:14]2[CH:19]=[CH:18][CH:17]=[CH:16][CH:15]=2)[N:3]=1.[CH3:20][S:21][C:22]1[CH:27]=[CH:26][C:25]([NH2:28])=[CH:24][CH:23]=1, predict the reaction product. The product is: [C:14]1([C:4]2[N:3]=[C:2]([NH:28][C:25]3[CH:26]=[CH:27][C:22]([S:21][CH3:20])=[CH:23][CH:24]=3)[CH:7]=[C:6]([C:8]3[CH:13]=[CH:12][CH:11]=[CH:10][CH:9]=3)[N:5]=2)[CH:19]=[CH:18][CH:17]=[CH:16][CH:15]=1.